Predict the product of the given reaction. From a dataset of Forward reaction prediction with 1.9M reactions from USPTO patents (1976-2016). (1) Given the reactants [N:1]1([C:7]([C:9]2[N:10]([CH2:26][C:27]([F:30])([F:29])[F:28])[C:11]3[C:16]([CH:17]=2)=[CH:15][C:14]([O:18][CH2:19][CH:20]2[O:25][CH2:24][CH2:23][NH:22][CH2:21]2)=[CH:13][CH:12]=3)=[O:8])[CH2:6][CH2:5][O:4][CH2:3][CH2:2]1.FC(F)(F)C([O-])=O.O.[CH3:39][C:40]([CH3:42])=O.C(O)(=O)C.C([BH3-])#N.[Na+], predict the reaction product. The product is: [CH:40]([N:22]1[CH2:23][CH2:24][O:25][CH:20]([CH2:19][O:18][C:14]2[CH:15]=[C:16]3[C:11](=[CH:12][CH:13]=2)[N:10]([CH2:26][C:27]([F:30])([F:29])[F:28])[C:9]([C:7]([N:1]2[CH2:6][CH2:5][O:4][CH2:3][CH2:2]2)=[O:8])=[CH:17]3)[CH2:21]1)([CH3:42])[CH3:39]. (2) The product is: [OH:8][C:9]1[CH:10]=[C:11]2[C:15](=[CH:16][CH:17]=1)[NH:14][N:13]=[C:12]2[N:18]1[C:26](=[O:27])[C:25]2[C:20](=[CH:21][CH:22]=[CH:23][CH:24]=2)[C:19]1=[O:28]. Given the reactants C([O:8][C:9]1[CH:10]=[C:11]2[C:15](=[CH:16][CH:17]=1)[NH:14][N:13]=[C:12]2[N:18]1[C:26](=[O:27])[C:25]2[C:20](=[CH:21][CH:22]=[CH:23][CH:24]=2)[C:19]1=[O:28])C1C=CC=CC=1.Cl.N1C=CC=CC=1, predict the reaction product. (3) Given the reactants [NH2:1][C:2]1[CH:7]=[CH:6][C:5]([Br:8])=[CH:4][N:3]=1.Br[CH2:10][C:11]([C:13]1[CH:18]=[CH:17][C:16]([F:19])=[C:15]([Cl:20])[CH:14]=1)=O.[OH-].[Na+], predict the reaction product. The product is: [Br:8][C:5]1[CH:6]=[CH:7][C:2]2[N:3]([CH:10]=[C:11]([C:13]3[CH:18]=[CH:17][C:16]([F:19])=[C:15]([Cl:20])[CH:14]=3)[N:1]=2)[CH:4]=1. (4) Given the reactants [S-:1][C:2]#[N:3].[K+].BrBr.[Cl:7][C:8]1[CH:9]=[C:10]2[C:14](=[CH:15][CH:16]=1)[NH:13][C:12]([C:17]([O:19][CH2:20][CH3:21])=[O:18])=[CH:11]2, predict the reaction product. The product is: [Cl:7][C:8]1[CH:9]=[C:10]2[C:14](=[CH:15][CH:16]=1)[NH:13][C:12]([C:17]([O:19][CH2:20][CH3:21])=[O:18])=[C:11]2[S:1][C:2]#[N:3]. (5) Given the reactants [F:1][C:2]1[CH:7]=[CH:6][C:5]([C:8]([C:10]2[C:19]([N+:20]([O-])=O)=[C:18]3[C:13]([CH:14]=[CH:15][CH:16]=[N:17]3)=[CH:12][CH:11]=2)=[O:9])=[CH:4][CH:3]=1, predict the reaction product. The product is: [NH2:20][C:19]1[C:10]([C:8]([C:5]2[CH:4]=[CH:3][C:2]([F:1])=[CH:7][CH:6]=2)=[O:9])=[CH:11][CH:12]=[C:13]2[C:18]=1[N:17]=[CH:16][CH:15]=[CH:14]2. (6) Given the reactants [OH:1][C:2]1[CH:3]=[C:4]([C:8]23[CH2:15][CH2:14][C:11]([CH2:16][CH2:17][O:18][CH2:19][C:20]([O:22][C:23]([CH3:26])([CH3:25])[CH3:24])=[O:21])([CH2:12][CH2:13]2)[CH2:10][O:9]3)[CH:5]=[CH:6][CH:7]=1.[Si:27]([O:34][C:35]1[CH:36]=[C:37](B(O)O)[CH:38]=[CH:39][CH:40]=1)([C:30]([CH3:33])([CH3:32])[CH3:31])([CH3:29])[CH3:28].CCN(CC)CC.N1C=CC=CC=1.CC1C=CC(S(OCC23CCC(C4SC(C)=NC=4C4C=CC=CC=4)(CC2)OC3)(=O)=O)=CC=1, predict the reaction product. The product is: [Si:27]([O:34][C:35]1[CH:36]=[C:37]([CH:38]=[CH:39][CH:40]=1)[O:1][C:2]1[CH:3]=[C:4]([C:8]23[CH2:13][CH2:12][C:11]([CH2:16][CH2:17][O:18][CH2:19][C:20]([O:22][C:23]([CH3:26])([CH3:25])[CH3:24])=[O:21])([CH2:14][CH2:15]2)[CH2:10][O:9]3)[CH:5]=[CH:6][CH:7]=1)([C:30]([CH3:33])([CH3:32])[CH3:31])([CH3:29])[CH3:28].